This data is from Reaction yield outcomes from USPTO patents with 853,638 reactions. The task is: Predict the reaction yield, written as a fraction of the theoretical maximum amount of product (1.0 means a 100% yield; for example, 0.34 means a 34% yield). (1) The reactants are [CH:1]([C:4]1[CH:9]=[CH:8][C:7]([CH:10]2[C:14]3[C:15]([CH3:22])=[C:16]([OH:21])[C:17]([CH3:20])=[C:18]([CH3:19])[C:13]=3[O:12][C:11]2([CH3:24])[CH3:23])=[CH:6][CH:5]=1)([CH3:3])[CH3:2].[CH3:25][S:26][C:27]1[CH:32]=[CH:31][C:30]([CH2:33]Br)=[CH:29][CH:28]=1. No catalyst specified. The product is [CH:1]([C:4]1[CH:9]=[CH:8][C:7]([CH:10]2[C:14]3[C:15]([CH3:22])=[C:16]([O:21][CH2:33][C:30]4[CH:31]=[CH:32][C:27]([S:26][CH3:25])=[CH:28][CH:29]=4)[C:17]([CH3:20])=[C:18]([CH3:19])[C:13]=3[O:12][C:11]2([CH3:24])[CH3:23])=[CH:6][CH:5]=1)([CH3:3])[CH3:2]. The yield is 0.700. (2) The reactants are [C:1]([O:7][CH2:8][C@H:9]([C:15]1[C:37]([CH3:38])=[CH:36][C:18]2[N:19]=[C:20]([C:22]3[CH:27]=[CH:26][CH:25]=[C:24]([O:28][CH2:29][C:30]4[CH:35]=[CH:34][CH:33]=[CH:32][CH:31]=4)[CH:23]=3)[S:21][C:17]=2[C:16]=1Br)[O:10][C:11]([CH3:14])([CH3:13])[CH3:12])(=[O:6])[C:2]([CH3:5])([CH3:4])[CH3:3].[Cl:40][C:41]1[CH:46]=[CH:45][C:44](B(O)O)=[CH:43][CH:42]=1.C([O-])([O-])=O.[K+].[K+]. The catalyst is O1CCOCC1.C1C=CC([P]([Pd]([P](C2C=CC=CC=2)(C2C=CC=CC=2)C2C=CC=CC=2)([P](C2C=CC=CC=2)(C2C=CC=CC=2)C2C=CC=CC=2)[P](C2C=CC=CC=2)(C2C=CC=CC=2)C2C=CC=CC=2)(C2C=CC=CC=2)C2C=CC=CC=2)=CC=1. The product is [C:1]([O:7][CH2:8][C@H:9]([C:15]1[C:37]([CH3:38])=[CH:36][C:18]2[N:19]=[C:20]([C:22]3[CH:27]=[CH:26][CH:25]=[C:24]([O:28][CH2:29][C:30]4[CH:35]=[CH:34][CH:33]=[CH:32][CH:31]=4)[CH:23]=3)[S:21][C:17]=2[C:16]=1[C:44]1[CH:45]=[CH:46][C:41]([Cl:40])=[CH:42][CH:43]=1)[O:10][C:11]([CH3:14])([CH3:13])[CH3:12])(=[O:6])[C:2]([CH3:5])([CH3:4])[CH3:3]. The yield is 0.970. (3) The reactants are [C:1]([N:4]1[CH2:9][CH2:8][NH:7][CH2:6][CH2:5]1)(=[O:3])[CH3:2].Br[C:11]1[CH:20]=[CH:19][C:14]([C:15]([O:17][CH3:18])=[O:16])=[CH:13][CH:12]=1.P([O-])([O-])([O-])=O.[K+].[K+].[K+].C1(P(C2CCCCC2)C2C=CC=CC=2C2C(OC)=CC=CC=2OC)CCCCC1. The catalyst is C1(C)C=CC=CC=1. The product is [C:1]([N:4]1[CH2:9][CH2:8][N:7]([C:11]2[CH:20]=[CH:19][C:14]([C:15]([O:17][CH3:18])=[O:16])=[CH:13][CH:12]=2)[CH2:6][CH2:5]1)(=[O:3])[CH3:2]. The yield is 0.562. (4) The reactants are [Si:1]([O:8][C:9]1[CH:10]=[C:11]([C:16]([C:18]2[CH:23]=[C:22]([O:24][C:25]([F:30])([F:29])[CH:26]([F:28])[F:27])[CH:21]=[C:20]([F:31])[CH:19]=2)=O)[CH:12]=[CH:13][C:14]=1[F:15])([C:4]([CH3:7])([CH3:6])[CH3:5])([CH3:3])[CH3:2].[CH3:32][C:33]([S@:36]([NH2:38])=[O:37])([CH3:35])[CH3:34]. The catalyst is C1COCC1. The product is [Si:1]([O:8][C:9]1[CH:10]=[C:11]([C:16]([C:18]2[CH:23]=[C:22]([O:24][C:25]([F:30])([F:29])[CH:26]([F:28])[F:27])[CH:21]=[C:20]([F:31])[CH:19]=2)=[N:38][S@@:36]([C:33]([CH3:35])([CH3:34])[CH3:32])=[O:37])[CH:12]=[CH:13][C:14]=1[F:15])([C:4]([CH3:7])([CH3:6])[CH3:5])([CH3:3])[CH3:2]. The yield is 0.800. (5) The reactants are Cl[C:2]1[CH:7]=[C:6]([Cl:8])[N:5]=[N:4][C:3]=1[O:9][C:10]1[CH:15]=[CH:14][CH:13]=[CH:12][C:11]=1[CH3:16].[CH3:17][O-:18].[Na+]. The catalyst is CO. The product is [Cl:8][C:6]1[N:5]=[N:4][C:3]([O:9][C:10]2[CH:15]=[CH:14][CH:13]=[CH:12][C:11]=2[CH3:16])=[C:2]([O:18][CH3:17])[CH:7]=1. The yield is 0.932. (6) The reactants are [CH3:1][C:2]1([CH:7]([CH3:11])[C:8]([OH:10])=O)[O:6][CH2:5][CH2:4][O:3]1.C(Cl)(=O)C(Cl)=O.[CH2:18]([NH2:26])[CH2:19][C:20]1[CH:25]=[CH:24][CH:23]=[CH:22][CH:21]=1. The catalyst is ClCCl.N1C=CC=CC=1. The product is [CH3:1][C:2]1([CH:7]([CH3:11])[C:8]([NH:26][CH2:18][CH2:19][C:20]2[CH:25]=[CH:24][CH:23]=[CH:22][CH:21]=2)=[O:10])[O:3][CH2:4][CH2:5][O:6]1. The yield is 0.690.